Dataset: Full USPTO retrosynthesis dataset with 1.9M reactions from patents (1976-2016). Task: Predict the reactants needed to synthesize the given product. The reactants are: [CH3:1][C@H:2]1[NH:7][C@@H:6]([CH3:8])[CH2:5][N:4]([CH2:9][C:10]([NH:12][C:13]2[CH:18]=[CH:17][CH:16]=[C:15]([F:19])[C:14]=2[CH3:20])=[O:11])[CH2:3]1.[C:21]([C:23]1[CH:28]=[CH:27][C:26]([S:29](Cl)(=[O:31])=[O:30])=[CH:25][CH:24]=1)#[N:22]. Given the product [C:21]([C:23]1[CH:24]=[CH:25][C:26]([S:29]([N:7]2[C@@H:2]([CH3:1])[CH2:3][N:4]([CH2:9][C:10]([NH:12][C:13]3[CH:18]=[CH:17][CH:16]=[C:15]([F:19])[C:14]=3[CH3:20])=[O:11])[CH2:5][C@H:6]2[CH3:8])(=[O:31])=[O:30])=[CH:27][CH:28]=1)#[N:22], predict the reactants needed to synthesize it.